This data is from Reaction yield outcomes from USPTO patents with 853,638 reactions. The task is: Predict the reaction yield, written as a fraction of the theoretical maximum amount of product (1.0 means a 100% yield; for example, 0.34 means a 34% yield). (1) The catalyst is CN(C=O)C. The reactants are Cl[CH2:2][CH2:3][CH2:4][CH:5]1[O:9][CH2:8][CH2:7][O:6]1.[C-:10]#[N:11].[Na+].[I-].[Na+].O. The product is [O:6]1[CH2:7][CH2:8][O:9][CH:5]1[CH2:4][CH2:3][CH2:2][C:10]#[N:11]. The yield is 0.760. (2) The reactants are [OH:1][CH:2]([C:7]1[N:12]([CH3:13])[C:11](=[O:14])[C:10]2[NH:15][CH:16]=[CH:17][C:9]=2[C:8]=1[C:18]1[CH:23]=[CH:22][C:21]([CH3:24])=[CH:20][CH:19]=1)[C:3]([O:5][CH3:6])=[O:4].[C:25]([O-])([O-])=O.[Cs+].[Cs+].CI.Cl. The catalyst is C(#N)C.O. The product is [CH3:25][N:15]1[C:10]2[C:11](=[O:14])[N:12]([CH3:13])[C:7]([CH:2]([OH:1])[C:3]([O:5][CH3:6])=[O:4])=[C:8]([C:18]3[CH:19]=[CH:20][C:21]([CH3:24])=[CH:22][CH:23]=3)[C:9]=2[CH:17]=[CH:16]1. The yield is 0.706. (3) The reactants are Cl[C:2]1[N:7]=[C:6]([C:8]2[NH:16][C:15]3[C:14]4([CH2:21][CH2:20][N:19]([C:22]([O:24][C:25]([CH3:28])([CH3:27])[CH3:26])=[O:23])[CH2:18][CH2:17]4)[CH2:13][N:12]([CH2:29][C:30]4[CH:35]=[CH:34][C:33]([O:36][CH3:37])=[CH:32][CH:31]=4)[C:11](=[O:38])[C:10]=3[CH:9]=2)[CH:5]=[CH:4][N:3]=1.[O:39]1[C:43]2[CH:44]=[CH:45][CH:46]=[CH:47][C:42]=2[CH:41]=[C:40]1B(O)O. The catalyst is O1CCOCC1.[Pd](Cl)Cl.C1(P(C2C=CC=CC=2)[C-]2C=CC=C2)C=CC=CC=1.[C-]1(P(C2C=CC=CC=2)C2C=CC=CC=2)C=CC=C1.[Fe+2]. The product is [O:39]1[C:43]2[CH:44]=[CH:45][CH:46]=[CH:47][C:42]=2[CH:41]=[C:40]1[C:2]1[N:7]=[C:6]([C:8]2[NH:16][C:15]3[C:14]4([CH2:21][CH2:20][N:19]([C:22]([O:24][C:25]([CH3:28])([CH3:27])[CH3:26])=[O:23])[CH2:18][CH2:17]4)[CH2:13][N:12]([CH2:29][C:30]4[CH:35]=[CH:34][C:33]([O:36][CH3:37])=[CH:32][CH:31]=4)[C:11](=[O:38])[C:10]=3[CH:9]=2)[CH:5]=[CH:4][N:3]=1. The yield is 0.700. (4) The reactants are [OH:1][CH:2]([C:21]1[CH:22]=[CH:23][C:24]2[O:29][CH2:28][C:27](=[O:30])[NH:26][C:25]=2[CH:31]=1)[CH2:3][N:4]1[CH2:9][CH2:8][N:7]([C:10]2[CH:19]=[CH:18][CH:17]=[C:16]3[C:11]=2[CH:12]=[CH:13][C:14]([CH3:20])=[N:15]3)[CH2:6][CH2:5]1.CN(C1C=CC=CN=1)C.[C:41](OC(=O)C)(=[O:43])[CH3:42]. The catalyst is C(Cl)Cl. The product is [C:41]([O:1][CH:2]([C:21]1[CH:22]=[CH:23][C:24]2[O:29][CH2:28][C:27](=[O:30])[NH:26][C:25]=2[CH:31]=1)[CH2:3][N:4]1[CH2:9][CH2:8][N:7]([C:10]2[CH:19]=[CH:18][CH:17]=[C:16]3[C:11]=2[CH:12]=[CH:13][C:14]([CH3:20])=[N:15]3)[CH2:6][CH2:5]1)(=[O:43])[CH3:42]. The yield is 0.520. (5) The catalyst is C1(C)C=CC=CC=1.[I].[Cu]. The yield is 0.490. The product is [CH3:19][C:20]1[CH:21]=[C:22]([O:28][CH3:29])[CH:23]=[C:24]([CH3:27])[C:25]=1[S:15][C:12]1[CH:13]=[CH:14][C:9]([O:8][CH3:7])=[C:10]([CH:16]([CH3:18])[CH3:17])[CH:11]=1. The reactants are CC(C)([O-])C.[K+].[CH3:7][O:8][C:9]1[CH:14]=[CH:13][C:12]([SH:15])=[CH:11][C:10]=1[CH:16]([CH3:18])[CH3:17].[CH3:19][C:20]1[CH:21]=[C:22]([O:28][CH3:29])[CH:23]=[C:24]([CH3:27])[C:25]=1I.C(OCC)(=O)C. (6) The reactants are [OH:1][C:2]1[CH:3]=[C:4]2[C:9](=[CH:10][C:11]=1[CH3:12])[C:8](=[O:13])[CH2:7][CH2:6][C:5]2([CH3:15])[CH3:14].C1C=CC(N([S:23]([C:26]([F:29])([F:28])[F:27])(=[O:25])=[O:24])[S:23]([C:26]([F:29])([F:28])[F:27])(=[O:25])=[O:24])=CC=1.C(OCC)(=O)C. The catalyst is CN(C)C1C=CN=CC=1.ClCCl.CCCCCC. The product is [CH3:12][C:11]1[C:2]([O:1][S:23]([C:26]([F:29])([F:28])[F:27])(=[O:25])=[O:24])=[CH:3][C:4]2[C:5]([CH3:15])([CH3:14])[CH2:6][CH2:7][C:8](=[O:13])[C:9]=2[CH:10]=1. The yield is 0.750. (7) The reactants are [CH3:1][C:2]1[CH:3]=[CH:4][CH:5]=[C:6]2[C:11]=1[NH:10][CH2:9][CH2:8][CH2:7]2.[Cl:12][CH2:13][C:14](Cl)=[O:15].C(N(CC)CC)C. The catalyst is C(Cl)Cl. The product is [Cl:12][CH2:13][C:14]([N:10]1[C:11]2[C:6](=[CH:5][CH:4]=[CH:3][C:2]=2[CH3:1])[CH2:7][CH2:8][CH2:9]1)=[O:15]. The yield is 0.970. (8) The reactants are [F:1][C:2]1[CH:7]=[CH:6][C:5]([F:8])=[CH:4][C:3]=1[C@H:9]1[CH2:13][CH2:12][CH2:11][N:10]1[C:14]1[CH:19]=[CH:18][N:17]2[N:20]=[CH:21][C:22]([NH2:23])=[C:16]2[N:15]=1.[C:24](O[C:24](=[O:28])[CH:25]([CH3:27])[CH3:26])(=[O:28])[CH:25]([CH3:27])[CH3:26].N1C=CC=CC=1. The catalyst is C(Cl)Cl. The product is [F:1][C:2]1[CH:7]=[CH:6][C:5]([F:8])=[CH:4][C:3]=1[C@H:9]1[CH2:13][CH2:12][CH2:11][N:10]1[C:14]1[CH:19]=[CH:18][N:17]2[N:20]=[CH:21][C:22]([NH:23][C:24](=[O:28])[CH:25]([CH3:27])[CH3:26])=[C:16]2[N:15]=1. The yield is 0.710.